The task is: Predict the product of the given reaction.. This data is from Forward reaction prediction with 1.9M reactions from USPTO patents (1976-2016). (1) Given the reactants [Br:1][C:2]1[CH:3]=[CH:4][CH:5]=[C:6]2[C:11]=1[NH:10][C:9](=[S:12])[N:8]([C:13]1[CH:18]=[CH:17][CH:16]=[CH:15][N:14]=1)[C:7]2=[O:19].[C:20]([O-])([O-])=O.[K+].[K+].CI, predict the reaction product. The product is: [Br:1][C:2]1[CH:3]=[CH:4][CH:5]=[C:6]2[C:11]=1[N:10]=[C:9]([S:12][CH3:20])[N:8]([C:13]1[CH:18]=[CH:17][CH:16]=[CH:15][N:14]=1)[C:7]2=[O:19]. (2) Given the reactants C(=[N:14][C:15]1[CH:16]=[C:17]2[N:23]=[CH:22][N:21]([CH3:24])[C:18]2=[N:19][CH:20]=1)(C1C=CC=CC=1)C1C=CC=CC=1, predict the reaction product. The product is: [CH3:24][N:21]1[C:18]2=[N:19][CH:20]=[C:15]([NH2:14])[CH:16]=[C:17]2[N:23]=[CH:22]1.